Dataset: NCI-60 drug combinations with 297,098 pairs across 59 cell lines. Task: Regression. Given two drug SMILES strings and cell line genomic features, predict the synergy score measuring deviation from expected non-interaction effect. (1) Drug 1: CC(CN1CC(=O)NC(=O)C1)N2CC(=O)NC(=O)C2. Drug 2: CCCS(=O)(=O)NC1=C(C(=C(C=C1)F)C(=O)C2=CNC3=C2C=C(C=N3)C4=CC=C(C=C4)Cl)F. Cell line: K-562. Synergy scores: CSS=20.4, Synergy_ZIP=-2.08, Synergy_Bliss=4.09, Synergy_Loewe=-58.0, Synergy_HSA=2.26. (2) Drug 1: C1=C(C(=O)NC(=O)N1)F. Drug 2: CNC(=O)C1=NC=CC(=C1)OC2=CC=C(C=C2)NC(=O)NC3=CC(=C(C=C3)Cl)C(F)(F)F. Cell line: SF-268. Synergy scores: CSS=36.0, Synergy_ZIP=-0.936, Synergy_Bliss=4.82, Synergy_Loewe=6.41, Synergy_HSA=6.95. (3) Drug 1: C1=CC=C(C(=C1)C(C2=CC=C(C=C2)Cl)C(Cl)Cl)Cl. Drug 2: CCN(CC)CCCC(C)NC1=C2C=C(C=CC2=NC3=C1C=CC(=C3)Cl)OC. Cell line: SW-620. Synergy scores: CSS=27.2, Synergy_ZIP=0.553, Synergy_Bliss=5.57, Synergy_Loewe=-11.5, Synergy_HSA=4.64. (4) Drug 2: C1CCC(C(C1)N)N.C(=O)(C(=O)[O-])[O-].[Pt+4]. Cell line: A549. Synergy scores: CSS=35.9, Synergy_ZIP=-1.27, Synergy_Bliss=0.584, Synergy_Loewe=1.44, Synergy_HSA=2.92. Drug 1: C1=NC2=C(N=C(N=C2N1C3C(C(C(O3)CO)O)F)Cl)N. (5) Drug 2: C1=NNC2=C1C(=O)NC=N2. Cell line: 786-0. Synergy scores: CSS=6.28, Synergy_ZIP=-1.67, Synergy_Bliss=-0.554, Synergy_Loewe=-10.1, Synergy_HSA=-3.37. Drug 1: CC1CCC2CC(C(=CC=CC=CC(CC(C(=O)C(C(C(=CC(C(=O)CC(OC(=O)C3CCCCN3C(=O)C(=O)C1(O2)O)C(C)CC4CCC(C(C4)OC)OCCO)C)C)O)OC)C)C)C)OC.